This data is from Reaction yield outcomes from USPTO patents with 853,638 reactions. The task is: Predict the reaction yield, written as a fraction of the theoretical maximum amount of product (1.0 means a 100% yield; for example, 0.34 means a 34% yield). (1) The reactants are C[N:2](C)[CH:3]=[C:4]([C:7]1[CH:12]=[CH:11][CH:10]=[C:9]([C:13]([F:16])([F:15])[F:14])[CH:8]=1)[C:5]#[N:6].O.[NH2:19]N.C(O)(=O)C. The catalyst is C(O)C. The product is [F:14][C:13]([F:16])([F:15])[C:9]1[CH:8]=[C:7]([C:4]2[CH:3]=[N:2][NH:6][C:5]=2[NH2:19])[CH:12]=[CH:11][CH:10]=1. The yield is 0.970. (2) The reactants are [CH3:1][C:2]1([CH3:10])[O:9][C:7](=[O:8])[CH2:6][C:4](=[O:5])[O:3]1.[CH:11](OCC)(OCC)OCC.[NH2:21][C:22]1[CH:31]=[CH:30][C:25]([C:26]([O:28][CH3:29])=[O:27])=[C:24]([OH:32])[CH:23]=1. The catalyst is CC(O)C. The product is [CH3:1][C:2]1([CH3:10])[O:9][C:7](=[O:8])[C:6](=[CH:11][NH:21][C:22]2[CH:31]=[CH:30][C:25]([C:26]([O:28][CH3:29])=[O:27])=[C:24]([OH:32])[CH:23]=2)[C:4](=[O:5])[O:3]1. The yield is 0.958. (3) The reactants are [CH3:1][O:2][C:3]1[CH:4]=[C:5]([NH2:14])[C:6](=[CH:10][C:11]=1[O:12][CH3:13])[C:7]([OH:9])=O.O=S(Cl)Cl.[Cl:19][C:20]1[CH:26]=[CH:25][CH:24]=[CH:23][C:21]=1[NH2:22].C(Cl)(Cl)Cl. The catalyst is C1C=CC=CC=1. The product is [NH2:14][C:5]1[CH:4]=[C:3]([O:2][CH3:1])[C:11]([O:12][CH3:13])=[CH:10][C:6]=1[C:7]([NH:22][C:21]1[CH:23]=[CH:24][CH:25]=[CH:26][C:20]=1[Cl:19])=[O:9]. The yield is 0.550. (4) The reactants are [NH2:1][C:2]1[CH:3]=[C:4]([CH:21]=[CH:22][CH:23]=1)[O:5][C:6]1[CH:7]=[CH:8][C:9]2[N:10]([CH:12]=[C:13]([NH:15][C:16]([CH:18]3[CH2:20][CH2:19]3)=[O:17])[N:14]=2)[N:11]=1.[OH:24][C:25]([CH3:31])([CH3:30])[CH2:26][C:27](O)=[O:28].Cl.CN(C)CCCN=C=NCC.ON1C2C=CC=CC=2N=N1.C(N(CC)CC)C. The catalyst is CN(C)C=O. The product is [OH:24][C:25]([CH3:31])([CH3:30])[CH2:26][C:27]([NH:1][C:2]1[CH:3]=[C:4]([CH:21]=[CH:22][CH:23]=1)[O:5][C:6]1[CH:7]=[CH:8][C:9]2[N:10]([CH:12]=[C:13]([NH:15][C:16]([CH:18]3[CH2:20][CH2:19]3)=[O:17])[N:14]=2)[N:11]=1)=[O:28]. The yield is 0.160. (5) The reactants are [C:1]([CH:5]1[CH2:10][CH2:9][CH:8]([NH:11][S:12]([C:15]2[CH:28]=[CH:27][C:26]3[C:25](=[O:29])[C:24]4[C:19](=[CH:20][C:21]([S:30]([NH:33][CH:34]5[CH2:39][CH2:38][CH:37]([C:40]([CH3:43])([CH3:42])[CH3:41])[CH2:36][CH2:35]5)(=[O:32])=[O:31])=[CH:22][CH:23]=4)[C:18](=[O:44])[C:17]=3[CH:16]=2)(=[O:14])=[O:13])[CH2:7][CH2:6]1)([CH3:4])([CH3:3])[CH3:2].[H-].[Na+].Cl.Cl[CH2:49][CH2:50][CH2:51][N:52]([CH3:54])[CH3:53].[OH-].[Na+]. The catalyst is CN(C=O)C. The product is [C:1]([CH:5]1[CH2:10][CH2:9][CH:8]([N:11]([CH2:49][CH2:50][CH2:51][N:52]([CH3:54])[CH3:53])[S:12]([C:15]2[CH:28]=[CH:27][C:26]3[C:25](=[O:29])[C:24]4[C:19](=[CH:20][C:21]([S:30]([N:33]([CH:34]5[CH2:35][CH2:36][CH:37]([C:40]([CH3:43])([CH3:42])[CH3:41])[CH2:38][CH2:39]5)[CH2:49][CH2:50][CH2:51][N:52]([CH3:54])[CH3:53])(=[O:31])=[O:32])=[CH:22][CH:23]=4)[C:18](=[O:44])[C:17]=3[CH:16]=2)(=[O:13])=[O:14])[CH2:7][CH2:6]1)([CH3:4])([CH3:3])[CH3:2]. The yield is 0.170. (6) The reactants are C(NC(C)C)(C)C.C([Li])CCC.[Br:13][C:14]1[CH:15]=[CH:16][C:17]([F:20])=[N:18][CH:19]=1.[CH3:21][N:22]([CH3:36])[C:23]1[CH:28]=[CH:27][C:26]([CH2:29][C:30](N(OC)C)=[O:31])=[CH:25][CH:24]=1. The catalyst is O1CCCC1. The product is [Br:13][C:14]1[CH:15]=[C:16]([C:30](=[O:31])[CH2:29][C:26]2[CH:27]=[CH:28][C:23]([N:22]([CH3:36])[CH3:21])=[CH:24][CH:25]=2)[C:17]([F:20])=[N:18][CH:19]=1. The yield is 0.430. (7) The reactants are [OH:1][C:2]1[CH:9]=[CH:8][C:5]([CH:6]=[O:7])=[CH:4][CH:3]=1.Cl[CH2:11][C:12]1[CH:21]=[CH:20][C:19]2[C:14](=[CH:15][CH:16]=[CH:17][CH:18]=2)[N:13]=1.C(=O)([O-])[O-].[K+].[K+].[I-].[K+]. The catalyst is C(C(C)=O)C(C)C. The product is [N:13]1[C:14]2[C:19](=[CH:18][CH:17]=[CH:16][CH:15]=2)[CH:20]=[CH:21][C:12]=1[CH2:11][O:1][C:2]1[CH:9]=[CH:8][C:5]([CH:6]=[O:7])=[CH:4][CH:3]=1. The yield is 0.700.